Dataset: TCR-epitope binding with 47,182 pairs between 192 epitopes and 23,139 TCRs. Task: Binary Classification. Given a T-cell receptor sequence (or CDR3 region) and an epitope sequence, predict whether binding occurs between them. (1) The epitope is KLNVGDYFV. The TCR CDR3 sequence is CASSLVLGWDLNTEAFF. Result: 1 (the TCR binds to the epitope). (2) The epitope is CINGVCWTV. The TCR CDR3 sequence is CAISELKVDPTSSSNTGELFF. Result: 0 (the TCR does not bind to the epitope). (3) The epitope is KRWIIMGLNK. The TCR CDR3 sequence is CASSPGGLEAFF. Result: 0 (the TCR does not bind to the epitope). (4) The epitope is LPAADLDDF. The TCR CDR3 sequence is CASSPPSGRVYEQYF. Result: 0 (the TCR does not bind to the epitope). (5) The epitope is RLRAEAQVK. The TCR CDR3 sequence is CASSEPTGGETQYF. Result: 0 (the TCR does not bind to the epitope). (6) The epitope is YLKLTDNVYIK. The TCR CDR3 sequence is CAWSVGLGRQPQHF. Result: 0 (the TCR does not bind to the epitope).